This data is from Full USPTO retrosynthesis dataset with 1.9M reactions from patents (1976-2016). The task is: Predict the reactants needed to synthesize the given product. (1) Given the product [CH3:51][O:50][C:44]1[N:45]=[C:46]([O:48][CH3:49])[N:47]=[C:42]([NH:40][C:30]2[CH:31]=[CH:32][C:33]([N:34]3[CH:38]=[C:37]([CH3:39])[N:36]=[CH:35]3)=[C:28]([O:27][CH3:26])[CH:29]=2)[N:43]=1, predict the reactants needed to synthesize it. The reactants are: C1(C2C=CC=CC=2)C=CC=CC=1P(C1CCCCC1)C1CCCCC1.[CH3:26][O:27][C:28]1[CH:29]=[C:30]([NH2:40])[CH:31]=[CH:32][C:33]=1[N:34]1[CH:38]=[C:37]([CH3:39])[N:36]=[CH:35]1.Cl[C:42]1[N:47]=[C:46]([O:48][CH3:49])[N:45]=[C:44]([O:50][CH3:51])[N:43]=1.C(=O)([O-])[O-].[K+].[K+].[Cl-].[Na+]. (2) Given the product [CH3:8][C:7]1[N:9]([C:10]2[CH:11]=[N:12][C:13]([O:16][C:17]3[CH:22]=[CH:21][C:20]([CH3:23])=[C:19]([O:24][C:25]([F:27])([F:28])[F:26])[CH:18]=3)=[CH:14][CH:15]=2)[C:3](=[O:2])[NH:5][N:6]=1, predict the reactants needed to synthesize it. The reactants are: C[O:2][C:3]([NH:5][N:6]=[C:7]([NH:9][C:10]1[CH:11]=[N:12][C:13]([O:16][C:17]2[CH:22]=[CH:21][C:20]([CH3:23])=[C:19]([O:24][C:25]([F:28])([F:27])[F:26])[CH:18]=2)=[CH:14][CH:15]=1)[CH3:8])=O.C(=O)([O-])[O-].[K+].[K+].CCCCCCC.